This data is from Forward reaction prediction with 1.9M reactions from USPTO patents (1976-2016). The task is: Predict the product of the given reaction. (1) Given the reactants [CH3:1][O:2][C:3]1[CH:8]=[CH:7][CH:6]=[CH:5][C:4]=1[CH2:9][NH2:10].[Br:11][C:12]1[CH:13]=[CH:14][C:15]2[N:16]([CH:18]=[C:19]([C:21](OCC)=[O:22])[N:20]=2)[CH:17]=1, predict the reaction product. The product is: [Br:11][C:12]1[CH:13]=[CH:14][C:15]2[N:16]([CH:18]=[C:19]([C:21]([NH:10][CH2:9][C:4]3[CH:5]=[CH:6][CH:7]=[CH:8][C:3]=3[O:2][CH3:1])=[O:22])[N:20]=2)[CH:17]=1. (2) Given the reactants [Br:1][C:2]1[CH:7]=[CH:6][C:5]([CH2:8][OH:9])=[CH:4][C:3]=1[CH3:10], predict the reaction product. The product is: [Br:1][C:2]1[CH:7]=[CH:6][C:5]([CH:8]=[O:9])=[CH:4][C:3]=1[CH3:10]. (3) Given the reactants [F:1][C:2]1[CH:7]=[CH:6][C:5]([N:8]2[C:16]3[C:11](=[CH:12][C:13]([O:17][CH:18]([C:23]4[CH:28]=[CH:27][CH:26]=[CH:25][CH:24]=4)[C:19]([O:21]C)=O)=[CH:14][CH:15]=3)[CH:10]=[N:9]2)=[CH:4][CH:3]=1.[NH3:29], predict the reaction product. The product is: [F:1][C:2]1[CH:7]=[CH:6][C:5]([N:8]2[C:16]3[C:11](=[CH:12][C:13]([O:17][CH:18]([C:23]4[CH:28]=[CH:27][CH:26]=[CH:25][CH:24]=4)[C:19]([NH2:29])=[O:21])=[CH:14][CH:15]=3)[CH:10]=[N:9]2)=[CH:4][CH:3]=1. (4) Given the reactants Cl.F[C:3]1[N:8]=[C:7]([N:9]2[CH2:14][CH2:13][NH:12][CH2:11][CH2:10]2)[CH:6]=[C:5]([CH3:15])[CH:4]=1.[Na].[CH2:17]([OH:19])[CH3:18], predict the reaction product. The product is: [CH2:17]([O:19][C:3]1[N:8]=[C:7]([N:9]2[CH2:14][CH2:13][NH:12][CH2:11][CH2:10]2)[CH:6]=[C:5]([CH3:15])[CH:4]=1)[CH3:18]. (5) Given the reactants [F:1][C:2]1[CH:7]=[C:6]([F:8])[CH:5]=[CH:4][C:3]=1[C:9]1[N:10]=[C:11]2[C:16]([CH2:17][CH3:18])=[N:15][CH:14]=[CH:13][N:12]2[C:19]=1[C:20]1[CH:25]=[CH:24][N:23]=[C:22](SC)[N:21]=1.O[O:29][S:30]([O-:32])=O.[K+].[CH2:34](Cl)Cl, predict the reaction product. The product is: [F:1][C:2]1[CH:7]=[C:6]([F:8])[CH:5]=[CH:4][C:3]=1[C:9]1[N:10]=[C:11]2[C:16]([CH2:17][CH3:18])=[N:15][CH:14]=[CH:13][N:12]2[C:19]=1[C:20]1[CH:25]=[CH:24][N:23]=[C:22]([S:30]([CH3:34])(=[O:32])=[O:29])[N:21]=1. (6) Given the reactants C(OC1C=CC=C(OCC)C=1C(NC1CCCC1CC1C=CC2C(=CC=CC=2)N=1)=O)C.[CH3:32][O:33][C:34]1[CH:42]=[CH:41][CH:40]=[C:39]([O:43][CH3:44])[C:35]=1[C:36]([OH:38])=O.[Cl:45][C:46]1[CH:61]=[CH:60][C:49]2[N:50]=[C:51]([CH2:53][CH:54]3[CH2:58][CH2:57][CH2:56][CH:55]3[NH2:59])[S:52][C:48]=2[CH:47]=1, predict the reaction product. The product is: [Cl:45][C:46]1[CH:61]=[CH:60][C:49]2[N:50]=[C:51]([CH2:53][CH:54]3[CH2:58][CH2:57][CH2:56][CH:55]3[NH:59][C:36](=[O:38])[C:35]3[C:39]([O:43][CH3:44])=[CH:40][CH:41]=[CH:42][C:34]=3[O:33][CH3:32])[S:52][C:48]=2[CH:47]=1. (7) Given the reactants C([Sn](CCCC)(CCCC)[C:6]1[O:7][CH:8]=[CH:9][CH:10]=1)CCC.[C:19]([NH:22][C:23]1[C:35]([Cl:36])=[C:34]2[C:26]([C:27]3[C:32]([CH2:37][CH2:38][CH2:39][CH3:40])([CH2:33]2)[CH2:31][CH2:30][C:29](=[O:41])[C:28]=3Br)=[CH:25][C:24]=1[F:43])(=[O:21])[CH3:20], predict the reaction product. The product is: [C:19]([NH:22][C:23]1[C:35]([Cl:36])=[C:34]2[C:26]([C:27]3[C:32]([CH2:37][CH2:38][CH2:39][CH3:40])([CH2:33]2)[CH2:31][CH2:30][C:29](=[O:41])[C:28]=3[C:6]2[O:7][CH:8]=[CH:9][CH:10]=2)=[CH:25][C:24]=1[F:43])(=[O:21])[CH3:20]. (8) Given the reactants [F:1][C:2]([F:7])([F:6])[C:3]([OH:5])=[O:4].[C:8]([C:10]1[CH:11]=[C:12]([C:20]2[O:24][N:23]=[C:22]([C:25]3[C:26]([CH3:42])=[C:27]4[C:32](=[CH:33][CH:34]=3)[CH2:31][N:30](C(OC(C)(C)C)=O)[CH2:29][CH2:28]4)[N:21]=2)[CH:13]=[N:14][C:15]=1[O:16][CH:17]([CH3:19])[CH3:18])#[N:9], predict the reaction product. The product is: [F:1][C:2]([F:7])([F:6])[C:3]([OH:5])=[O:4].[CH3:19][CH:17]([O:16][C:15]1[C:10]([C:8]#[N:9])=[CH:11][C:12]([C:20]2[O:24][N:23]=[C:22]([C:25]3[C:26]([CH3:42])=[C:27]4[C:32](=[CH:33][CH:34]=3)[CH2:31][NH:30][CH2:29][CH2:28]4)[N:21]=2)=[CH:13][N:14]=1)[CH3:18]. (9) Given the reactants [CH2:1]=[O:2].[NH2:3][C:4]1[C:9]([F:10])=[CH:8][N:7]([S:11]([C:14]2[CH:20]=[CH:19][C:17]([CH3:18])=[CH:16][CH:15]=2)(=[O:13])=[O:12])[C:6](=[O:21])[N:5]=1, predict the reaction product. The product is: [F:10][C:9]1[C:4](=[NH:3])[N:5]([CH2:1][OH:2])[C:6](=[O:21])[N:7]([S:11]([C:14]2[CH:20]=[CH:19][C:17]([CH3:18])=[CH:16][CH:15]=2)(=[O:12])=[O:13])[CH:8]=1.